Dataset: Forward reaction prediction with 1.9M reactions from USPTO patents (1976-2016). Task: Predict the product of the given reaction. (1) Given the reactants [CH2:1]([CH2:8][NH:9][C:10]1[C:15]2[CH2:16][O:17][C:18]([CH3:21])([CH3:20])[CH2:19][C:14]=2[C:13]([C:22]#[N:23])=[C:12]([SH:24])[N:11]=1)[C:2]1[CH:7]=[CH:6][CH:5]=[CH:4][CH:3]=1.C(=O)([O-])[O-].[K+].[K+].Cl[CH2:32][C:33]([NH2:35])=[O:34], predict the reaction product. The product is: [NH2:23][C:22]1[C:13]2[C:12](=[N:11][C:10]([NH:9][CH2:8][CH2:1][C:2]3[CH:7]=[CH:6][CH:5]=[CH:4][CH:3]=3)=[C:15]3[CH2:16][O:17][C:18]([CH3:21])([CH3:20])[CH2:19][C:14]3=2)[S:24][C:32]=1[C:33]([NH2:35])=[O:34]. (2) Given the reactants [CH3:1][O:2][C:3]1[CH:4]=[C:5]2[O:9][C:8]([C:10]3[N:11]=[C:12]4[N:16]([CH:17]=3)[N:15]=[C:14]([O:18][CH3:19])[S:13]4)=[CH:7][C:6]2=[C:20]([OH:22])[CH:21]=1.[CH:23]12[O:30][CH:27]([CH2:28][CH2:29]1)[CH2:26][N:25]([C:31]1[S:32][CH:33]=[C:34]([CH2:36]O)[N:35]=1)[CH2:24]2, predict the reaction product. The product is: [CH3:1][O:2][C:3]1[CH:21]=[C:20]([O:22][CH2:36][C:34]2[N:35]=[C:31]([N:25]3[CH2:24][CH:23]4[O:30][CH:27]([CH2:28][CH2:29]4)[CH2:26]3)[S:32][CH:33]=2)[C:6]2[CH:7]=[C:8]([C:10]3[N:11]=[C:12]4[N:16]([CH:17]=3)[N:15]=[C:14]([O:18][CH3:19])[S:13]4)[O:9][C:5]=2[CH:4]=1. (3) The product is: [N:11]1([C:9]([C:6]2[C:5]([I:17])=[C:4]([C:18]([N:20]3[CH2:25][CH2:24][O:23][CH2:22][CH2:21]3)=[O:19])[C:3]([I:26])=[C:2]([N:1]=[C:27]=[O:28])[C:7]=2[I:8])=[O:10])[CH2:12][CH2:13][O:14][CH2:15][CH2:16]1. Given the reactants [NH2:1][C:2]1[C:3]([I:26])=[C:4]([C:18]([N:20]2[CH2:25][CH2:24][O:23][CH2:22][CH2:21]2)=[O:19])[C:5]([I:17])=[C:6]([C:9]([N:11]2[CH2:16][CH2:15][O:14][CH2:13][CH2:12]2)=[O:10])[C:7]=1[I:8].[C:27](Cl)(Cl)=[O:28].C1(C)C=CC=CC=1, predict the reaction product. (4) Given the reactants [NH:1]1[C:9]2[C:4](=[CH:5][C:6]([CH:10]([C:15]3[CH:20]=[CH:19][CH:18]=[CH:17][CH:16]=3)[CH2:11][CH2:12][NH:13][CH3:14])=[CH:7][CH:8]=2)[CH:3]=[CH:2]1.O([C:29]([O:31][C:32]([CH3:35])([CH3:34])[CH3:33])=[O:30])[C:29]([O:31][C:32]([CH3:35])([CH3:34])[CH3:33])=[O:30].[OH-].[Na+], predict the reaction product. The product is: [C:32]([O:31][C:29](=[O:30])[N:13]([CH2:12][CH2:11][CH:10]([C:6]1[CH:5]=[C:4]2[C:9](=[CH:8][CH:7]=1)[NH:1][CH:2]=[CH:3]2)[C:15]1[CH:16]=[CH:17][CH:18]=[CH:19][CH:20]=1)[CH3:14])([CH3:33])([CH3:34])[CH3:35]. (5) Given the reactants [CH3:1][N:2]([CH3:9])[CH:3]1[CH2:8][CH2:7][NH:6][CH2:5][CH2:4]1.Br[CH2:11][C:12]1[N:13]([CH3:28])[C:14]2[C:19]([N:20]=1)=[C:18]([N:21]1[CH2:26][CH2:25][O:24][CH2:23][CH2:22]1)[N:17]=[C:16]([Cl:27])[N:15]=2, predict the reaction product. The product is: [Cl:27][C:16]1[N:15]=[C:14]2[C:19]([N:20]=[C:12]([CH2:11][N:6]3[CH2:7][CH2:8][CH:3]([N:2]([CH3:9])[CH3:1])[CH2:4][CH2:5]3)[N:13]2[CH3:28])=[C:18]([N:21]2[CH2:22][CH2:23][O:24][CH2:25][CH2:26]2)[N:17]=1. (6) Given the reactants [O:1]=[C:2]1[NH:6][C:5](=[O:7])[CH:4]([CH2:8][C:9]2[CH:19]=[CH:18][C:12]([O:13][CH2:14][C:15]([OH:17])=O)=[CH:11][CH:10]=2)[S:3]1.[NH2:20][C:21]1[C:36]([CH3:37])=[CH:35][C:24]([O:25][C:26]2[CH:27]=[C:28]([NH:33]C)[C:29](N)=[CH:30][CH:31]=2)=[CH:23][C:22]=1[CH3:38].[CH2:39]([N:41](CC)CC)C.C(=O)(O)[O-].[Na+], predict the reaction product. The product is: [NH2:20][C:21]1[C:36]([CH3:37])=[CH:35][C:24]([O:25][C:26]2[C:27]([NH:41][CH3:39])=[C:28]([NH:33][C:15](=[O:17])[CH2:14][O:13][C:12]3[CH:11]=[CH:10][C:9]([CH2:8][CH:4]4[S:3][C:2](=[O:1])[NH:6][C:5]4=[O:7])=[CH:19][CH:18]=3)[CH:29]=[CH:30][CH:31]=2)=[CH:23][C:22]=1[CH3:38]. (7) Given the reactants [NH2:1][C:2]1[CH:17]=[CH:16][CH:15]=[CH:14][C:3]=1[C:4]([NH:6][C:7]1[CH:12]=[CH:11][C:10]([Cl:13])=[CH:9][CH:8]=1)=[O:5].[N:18]1([C:24]2[CH:31]=[CH:30][C:27]([CH:28]=O)=[CH:26][N:25]=2)[CH2:23][CH2:22][CH2:21][CH2:20][CH2:19]1, predict the reaction product. The product is: [Cl:13][C:10]1[CH:11]=[CH:12][C:7]([N:6]2[C:4](=[O:5])[C:3]3[C:2](=[CH:17][CH:16]=[CH:15][CH:14]=3)[N:1]=[C:28]2[C:27]2[CH:26]=[N:25][C:24]([N:18]3[CH2:23][CH2:22][CH2:21][CH2:20][CH2:19]3)=[CH:31][CH:30]=2)=[CH:8][CH:9]=1. (8) Given the reactants C(OC([N:8]1[CH2:11][CH:10]([CH:12]([NH:14][C:15]([C:17]2[C:25]3[C:20](=[N:21][CH:22]=[C:23]([C:26]4[C:34]5[C:29](=[CH:30][C:31]([Cl:35])=[CH:32][CH:33]=5)[N:28]([CH3:36])[N:27]=4)[N:24]=3)[N:19]([CH2:37][O:38][CH2:39][CH2:40][Si:41]([CH3:44])([CH3:43])[CH3:42])[CH:18]=2)=[O:16])[CH3:13])[CH2:9]1)=O)(C)(C)C.C(Cl)(=O)C, predict the reaction product. The product is: [ClH:35].[NH:8]1[CH2:9][CH:10]([CH:12]([NH:14][C:15]([C:17]2[C:25]3[C:20](=[N:21][CH:22]=[C:23]([C:26]4[C:34]5[C:29](=[CH:30][C:31]([Cl:35])=[CH:32][CH:33]=5)[N:28]([CH3:36])[N:27]=4)[N:24]=3)[N:19]([CH2:37][O:38][CH2:39][CH2:40][Si:41]([CH3:42])([CH3:44])[CH3:43])[CH:18]=2)=[O:16])[CH3:13])[CH2:11]1. (9) Given the reactants [NH2:1][C:2]1[CH:7]=[CH:6][C:5]([CH3:8])=[CH:4][CH:3]=1.[CH3:9][C:10]([CH3:14])(O)[C:11]#[N:12], predict the reaction product. The product is: [CH3:9][C:10]([NH:1][C:2]1[CH:7]=[CH:6][C:5]([CH3:8])=[CH:4][CH:3]=1)([CH3:14])[C:11]#[N:12].